This data is from Catalyst prediction with 721,799 reactions and 888 catalyst types from USPTO. The task is: Predict which catalyst facilitates the given reaction. (1) Reactant: Cl[C:2]1[N:7]=[C:6]([N:8]([CH2:13][CH:14]2[CH2:16][CH2:15]2)[CH2:9][CH:10]2[CH2:12][CH2:11]2)[CH:5]=[C:4]([C:17]2[CH:22]=[CH:21][C:20]([F:23])=[CH:19][CH:18]=2)[N:3]=1.[CH3:24][O:25][C:26]([C:28]1([C:32]2[CH:37]=[CH:36][C:35]([NH2:38])=[CH:34][CH:33]=2)[CH2:31][CH2:30][CH2:29]1)=[O:27]. Product: [CH3:24][O:25][C:26]([C:28]1([C:32]2[CH:33]=[CH:34][C:35]([NH:38][C:2]3[N:7]=[C:6]([N:8]([CH2:9][CH:10]4[CH2:12][CH2:11]4)[CH2:13][CH:14]4[CH2:16][CH2:15]4)[CH:5]=[C:4]([C:17]4[CH:18]=[CH:19][C:20]([F:23])=[CH:21][CH:22]=4)[N:3]=3)=[CH:36][CH:37]=2)[CH2:29][CH2:30][CH2:31]1)=[O:27]. The catalyst class is: 41. (2) Reactant: [F:1][C:2]([F:30])([F:29])[O:3][C:4]1[CH:5]=[C:6]2[C:11](=[C:12]([C:14]#[C:15][Si](C)(C)C)[CH:13]=1)[O:10][CH:9]([C:20]([F:23])([F:22])[F:21])[C:8]([C:24]([O:26][CH2:27][CH3:28])=[O:25])=[CH:7]2.CCCC[N+](CCCC)(CCCC)CCCC.[F-].[NH4+].[Cl-]. Product: [C:14]([C:12]1[CH:13]=[C:4]([O:3][C:2]([F:30])([F:1])[F:29])[CH:5]=[C:6]2[C:11]=1[O:10][CH:9]([C:20]([F:23])([F:22])[F:21])[C:8]([C:24]([O:26][CH2:27][CH3:28])=[O:25])=[CH:7]2)#[CH:15]. The catalyst class is: 2. (3) Product: [C:5]([O:9][C:10](=[O:31])[NH:11][CH2:12][C@@H:13]1[O:30][C:1](=[O:2])[N:15]([C:16]2[CH:17]=[C:18]3[C:22](=[C:23]([F:25])[CH:24]=2)[N:21]([CH2:26][CH2:27][F:28])[C:20](=[O:29])[CH2:19]3)[CH2:14]1)([CH3:8])([CH3:6])[CH3:7]. The catalyst class is: 4. Reactant: [C:1](Cl)(Cl)=[O:2].[C:5]([O:9][C:10](=[O:31])[NH:11][CH2:12][C@H:13]([OH:30])[CH2:14][NH:15][C:16]1[CH:17]=[C:18]2[C:22](=[C:23]([F:25])[CH:24]=1)[N:21]([CH2:26][CH2:27][F:28])[C:20](=[O:29])[CH2:19]2)([CH3:8])([CH3:7])[CH3:6].C(N(CC)CC)C. (4) Reactant: [NH2:1][C@H:2]([C:7]([OH:9])=[O:8])[C@H:3]([CH2:5][CH3:6])[CH3:4].[CH2:10]([O:13][C:14](OC1CC(=O)NC1=O)=[O:15])[CH:11]=[CH2:12].C([O-])([O-])=O.[K+].[K+]. The catalyst class is: 7. Product: [CH2:10]([O:13][C:14]([NH:1][C@H:2]([C:7]([OH:9])=[O:8])[C@H:3]([CH2:5][CH3:6])[CH3:4])=[O:15])[CH:11]=[CH2:12]. (5) Reactant: [CH2:1]([N:8]1[C:17]2[C:12](=[CH:13][CH:14]=[C:15]([CH:18]([C:20]3[CH:25]=[C:24]([Br:26])[CH:23]=[CH:22][C:21]=3[CH:27]([CH3:29])[CH3:28])O)[CH:16]=2)[CH2:11][CH2:10][CH2:9]1)[C:2]1[CH:7]=[CH:6][CH:5]=[CH:4][CH:3]=1.[SiH](CC)(CC)CC.OS(C(F)(F)F)(=O)=O. Product: [CH2:1]([N:8]1[C:17]2[C:12](=[CH:13][CH:14]=[C:15]([CH2:18][C:20]3[CH:25]=[C:24]([Br:26])[CH:23]=[CH:22][C:21]=3[CH:27]([CH3:29])[CH3:28])[CH:16]=2)[CH2:11][CH2:10][CH2:9]1)[C:2]1[CH:3]=[CH:4][CH:5]=[CH:6][CH:7]=1. The catalyst class is: 67. (6) Reactant: [OH:1][NH:2][C:3](=[NH:22])[C:4]1[C:14]2[CH2:13][CH2:12][N:11]([C:15]([O:17][C:18]([CH3:21])([CH3:20])[CH3:19])=[O:16])[CH2:10][CH2:9][C:8]=2[CH:7]=[CH:6][CH:5]=1.[H-].[Na+].[Cl:25][C:26]1[CH:27]=[C:28]([CH:33]=[CH:34][C:35]=1[O:36][CH:37]([CH3:39])[CH3:38])[C:29](OC)=O. Product: [Cl:25][C:26]1[CH:27]=[C:28]([C:29]2[O:1][N:2]=[C:3]([C:4]3[C:14]4[CH2:13][CH2:12][N:11]([C:15]([O:17][C:18]([CH3:19])([CH3:21])[CH3:20])=[O:16])[CH2:10][CH2:9][C:8]=4[CH:7]=[CH:6][CH:5]=3)[N:22]=2)[CH:33]=[CH:34][C:35]=1[O:36][CH:37]([CH3:38])[CH3:39]. The catalyst class is: 1.